This data is from hERG Central: cardiac toxicity at 1µM, 10µM, and general inhibition. The task is: Predict hERG channel inhibition at various concentrations. (1) The molecule is COc1ccc(OC)c(CNc2ncc(-c3cccc([N+](=O)[O-])c3)n2C)c1.O=C(O)C(=O)O. Results: hERG_inhib (hERG inhibition (general)): blocker. (2) Results: hERG_inhib (hERG inhibition (general)): blocker. The drug is CCC(CO)Nc1nc(CN2CCCCC2)nc2scc(-c3ccccc3)c12. (3) The drug is O=C(NCC1CCN(Cc2cccc(Cl)c2)CC1)Nc1ccccc1Cl. Results: hERG_inhib (hERG inhibition (general)): blocker. (4) The compound is CCOC(=O)c1cnc2c(OC)cccc2c1Nc1ccc2c(c1)OCCO2. Results: hERG_inhib (hERG inhibition (general)): blocker. (5) The molecule is Cc1cc(Nc2ccccc2Cl)c2ccccc2n1. Results: hERG_inhib (hERG inhibition (general)): blocker. (6) The drug is CC1CCC(C(C)C)C(OC(=O)Cn2c(-c3ccc(Br)cc3)[n+](C)c3ccccc32)C1.[Cl-]. Results: hERG_inhib (hERG inhibition (general)): blocker. (7) The molecule is CCC1(c2ccccc2)NC(=O)N(CC(=O)Nc2cc(Cl)ccc2N2CCN(C)CC2)C1=O. Results: hERG_inhib (hERG inhibition (general)): blocker.